Task: Predict the reactants needed to synthesize the given product.. Dataset: Full USPTO retrosynthesis dataset with 1.9M reactions from patents (1976-2016) The reactants are: [C:1]1([C:7]2[S:8][C:9]([CH:12]=O)=[CH:10][N:11]=2)[CH:6]=[CH:5][CH:4]=[CH:3][CH:2]=1.C(O)(=O)[CH2:15][C:16]([OH:18])=[O:17].N1C=CC=CC=1.N1CCCCC1. Given the product [C:1]1([C:7]2[S:8][C:9](/[CH:12]=[CH:15]/[C:16]([OH:18])=[O:17])=[CH:10][N:11]=2)[CH:2]=[CH:3][CH:4]=[CH:5][CH:6]=1, predict the reactants needed to synthesize it.